This data is from Catalyst prediction with 721,799 reactions and 888 catalyst types from USPTO. The task is: Predict which catalyst facilitates the given reaction. (1) Reactant: [CH3:1][N:2]([CH3:12])[C:3]([N:5]1[CH2:10][CH2:9][CH:8]([OH:11])[CH2:7][CH2:6]1)=[O:4].[C:26]1(P([C:26]2[CH:31]=[CH:30][CH:29]=[CH:28][CH:27]=2)[C:26]2[CH:31]=[CH:30][CH:29]=[CH:28][CH:27]=2)[CH:31]=[CH:30][CH:29]=[CH:28][CH:27]=1.C[CH:33]([O:35]C(/N=N/C(OC(C)C)=O)=O)C. Product: [CH3:1][N:2]([CH3:12])[C:3]([N:5]1[CH2:10][CH2:9][CH:8]([O:11][C:29]2[CH:28]=[CH:27][C:26]([CH:33]=[O:35])=[CH:31][CH:30]=2)[CH2:7][CH2:6]1)=[O:4]. The catalyst class is: 1. (2) Reactant: [Cl:1][C:2]1[CH:7]=[CH:6][C:5]([C:8]2[CH:9]=[CH:10][C:11]([CH3:15])=[C:12](Br)[CH:13]=2)=[CH:4][CH:3]=1.C([Li])CCC.C[O:22][B:23](OC)[O:24]C.Cl. Product: [Cl:1][C:2]1[CH:7]=[CH:6][C:5]([C:8]2[CH:9]=[CH:10][C:11]([CH3:15])=[C:12]([B:23]([OH:24])[OH:22])[CH:13]=2)=[CH:4][CH:3]=1. The catalyst class is: 7. (3) Product: [CH:9]1[C:10]2[C:5](=[CH:4][CH:3]=[C:2]([O:1][CH2:15][CH2:14][OH:13])[CH:11]=2)[CH:6]=[CH:7][N:8]=1. The catalyst class is: 3. Reactant: [OH:1][C:2]1[CH:11]=[C:10]2[C:5]([CH:6]=[CH:7][N:8]=[CH:9]2)=[CH:4][CH:3]=1.C1(=O)O[CH2:15][CH2:14][O:13]1.C([O-])([O-])=O.[K+].[K+]. (4) Reactant: [CH3:1][O:2][C:3](=[O:26])[C:4]1[CH:9]=[C:8]([CH:10]([OH:12])[CH3:11])[C:7]([O:13][CH2:14][C:15]23[CH2:24][CH:19]4[CH2:20][CH:21]([CH2:23][CH:17]([CH2:18]4)[CH2:16]2)[CH2:22]3)=[CH:6][C:5]=1[F:25].N1C(C)=CC=CC=1C.FC(F)(F)S(O[Si:41]([C:44]([CH3:47])([CH3:46])[CH3:45])([CH3:43])[CH3:42])(=O)=O. Product: [C:15]12([CH2:14][O:13][C:7]3[C:8]([CH:10]([O:12][Si:41]([C:44]([CH3:47])([CH3:46])[CH3:45])([CH3:43])[CH3:42])[CH3:11])=[CH:9][C:4]([C:3]([O:2][CH3:1])=[O:26])=[C:5]([F:25])[CH:6]=3)[CH2:24][CH:19]3[CH2:20][CH:21]([CH2:23][CH:17]([CH2:18]3)[CH2:16]1)[CH2:22]2. The catalyst class is: 4. (5) Reactant: [H-].[Na+].[CH3:3][C:4]1[C:8]2[C:9]3[CH:17]=[CH:16][CH:15]=[CH:14][C:10]=3[NH:11][CH2:12][CH2:13][C:7]=2[O:6][N:5]=1.I[CH3:19]. Product: [CH3:3][C:4]1[C:8]2[C:9]3[CH:17]=[CH:16][CH:15]=[CH:14][C:10]=3[N:11]([CH3:19])[CH2:12][CH2:13][C:7]=2[O:6][N:5]=1. The catalyst class is: 39. (6) Reactant: [CH3:1][S:2]([N:5]1[CH2:10][CH2:9][CH2:8][C@H:7]([NH:11][C:12]2[C:17]([C:18]3[N:19]=[C:20]4[CH:26]=[CH:25][N:24](COCC[Si](C)(C)C)[C:21]4=[N:22][CH:23]=3)=[CH:16][N:15]=[C:14](S(C)(=O)=O)[N:13]=2)[CH2:6]1)(=[O:4])=[O:3].[OH-].[NH4+:40]. Product: [CH3:1][S:2]([N:5]1[CH2:10][CH2:9][CH2:8][C@H:7]([NH:11][C:12]2[C:17]([C:18]3[N:19]=[C:20]4[CH:26]=[CH:25][NH:24][C:21]4=[N:22][CH:23]=3)=[CH:16][N:15]=[C:14]([NH2:40])[N:13]=2)[CH2:6]1)(=[O:3])=[O:4]. The catalyst class is: 12. (7) Reactant: [NH:1]1[C:9]2[C:4](=[CH:5][CH:6]=[CH:7][CH:8]=2)[C:3](/[CH:10]=[C:11]2\[O:12][C:13]3[C:14](=[CH:17][C:18]4[O:19][CH2:20][O:21][C:22]=4[C:23]=3[CH2:24][N:25]3[CH2:30][CH2:29][N:28](C(OC(C)(C)C)=O)[CH2:27][CH2:26]3)[C:15]\2=[O:16])=[N:2]1.Cl. The catalyst class is: 135. Product: [NH:1]1[C:9]2[C:4](=[CH:5][CH:6]=[CH:7][CH:8]=2)[C:3](/[CH:10]=[C:11]2\[O:12][C:13]3[C:14](=[CH:17][C:18]4[O:19][CH2:20][O:21][C:22]=4[C:23]=3[CH2:24][N:25]3[CH2:30][CH2:29][NH:28][CH2:27][CH2:26]3)[C:15]\2=[O:16])=[N:2]1.